Dataset: Reaction yield outcomes from USPTO patents with 853,638 reactions. Task: Predict the reaction yield, written as a fraction of the theoretical maximum amount of product (1.0 means a 100% yield; for example, 0.34 means a 34% yield). (1) The reactants are [CH2:1]([O:3][C:4](=[O:32])[CH2:5][N:6]([CH2:17][C:18]([N:20]([N:22]1[CH2:30][C:29]2[C:24](=[CH:25][CH:26]=[C:27]([F:31])[CH:28]=2)[CH2:23]1)[CH3:21])=[O:19])[C:7]1[CH:15]=[C:14]2[C:10]([CH:11]=[N:12][NH:13]2)=[CH:9][C:8]=1[CH3:16])[CH3:2].FC(F)(F)S(O[CH2:39][CH:40]([F:42])[F:41])(=O)=O. No catalyst specified. The product is [CH2:1]([O:3][C:4](=[O:32])[CH2:5][N:6]([C:7]1[CH:15]=[C:14]2[C:10]([CH:11]=[N:12][N:13]2[CH2:39][CH:40]([F:42])[F:41])=[CH:9][C:8]=1[CH3:16])[CH2:17][C:18]([N:20]([N:22]1[CH2:30][C:29]2[C:24](=[CH:25][CH:26]=[C:27]([F:31])[CH:28]=2)[CH2:23]1)[CH3:21])=[O:19])[CH3:2]. The yield is 0.650. (2) The reactants are [S-:1][C:2]#[N:3].[K+].[NH2:5][C:6]1[CH:32]=[CH:31][C:9]([O:10][C:11]2[CH:12]=[C:13]([NH:17][C:18](=[O:30])[C:19]3[CH:24]=[CH:23][CH:22]=[C:21]([C:25]([C:28]#[N:29])([CH3:27])[CH3:26])[CH:20]=3)[CH:14]=[CH:15][CH:16]=2)=[C:8]([F:33])[CH:7]=1.BrBr. The catalyst is C(O)(=O)C. The yield is 0.570. The product is [NH2:3][C:2]1[S:1][C:32]2[CH:31]=[C:9]([O:10][C:11]3[CH:12]=[C:13]([NH:17][C:18](=[O:30])[C:19]4[CH:24]=[CH:23][CH:22]=[C:21]([C:25]([C:28]#[N:29])([CH3:27])[CH3:26])[CH:20]=4)[CH:14]=[CH:15][CH:16]=3)[C:8]([F:33])=[CH:7][C:6]=2[N:5]=1. (3) The reactants are C[Al](C)C.[CH3:5][NH2:6].[CH3:7][C:8]1[CH:17]=[CH:16][C:15]2[C:10](=[CH:11][CH:12]=[CH:13][C:14]=2[N:18]2[CH2:23][CH2:22][N:21]([CH2:24][CH2:25][C:26]3[CH:35]=[CH:34][CH:33]=[C:32]4[C:27]=3[CH:28]=[CH:29][C:30]3[N:31]4[CH:36]=[N:37][C:38]=3[C:39]([O:41]CC)=O)[CH2:20][CH2:19]2)[N:9]=1.[OH-].[Na+].[ClH:46]. The catalyst is C(Cl)Cl.CO.O. The product is [ClH:46].[ClH:46].[CH3:5][NH:6][C:39]([C:38]1[N:37]=[CH:36][N:31]2[C:32]3[C:27](=[C:26]([CH2:25][CH2:24][N:21]4[CH2:20][CH2:19][N:18]([C:14]5[CH:13]=[CH:12][CH:11]=[C:10]6[C:15]=5[CH:16]=[CH:17][C:8]([CH3:7])=[N:9]6)[CH2:23][CH2:22]4)[CH:35]=[CH:34][CH:33]=3)[CH:28]=[CH:29][C:30]=12)=[O:41]. The yield is 0.850. (4) The reactants are [NH2:1][C:2]1[N:6]([C:7]2[CH:12]=[CH:11][CH:10]=[CH:9][CH:8]=2)[N:5]=[C:4]([C:13]([CH3:17])([CH3:16])[C:14]#N)[CH:3]=1.[OH-:18].[Na+].CC[OH:22]. No catalyst specified. The product is [NH2:1][C:2]1[N:6]([C:7]2[CH:12]=[CH:11][CH:10]=[CH:9][CH:8]=2)[N:5]=[C:4]([C:13]([CH3:17])([CH3:16])[C:14]([OH:22])=[O:18])[CH:3]=1. The yield is 0.390. (5) The reactants are [N:1]([CH2:4][C:5]1[CH:10]=[CH:9][N:8]([C:11]2[CH:15]=[CH:14][S:13][CH:12]=2)[C:7](=[O:16])[CH:6]=1)=[N+]=[N-].C1(P(C2C=CC=CC=2)C2C=CC=CC=2)C=CC=CC=1.O. The catalyst is O1CCCC1. The product is [NH2:1][CH2:4][C:5]1[CH:10]=[CH:9][N:8]([C:11]2[CH:15]=[CH:14][S:13][CH:12]=2)[C:7](=[O:16])[CH:6]=1. The yield is 0.340. (6) The reactants are [CH3:1]N(C)C=O.[H-].[Na+].[Cl:8][C:9]1[CH:14]=[C:13]([O:15][C:16]2[C:25]3[C:20](=[CH:21][C:22]([O:28][CH3:29])=[C:23]([O:26][CH3:27])[CH:24]=3)[N:19]=[CH:18][N:17]=2)[CH:12]=[CH:11][C:10]=1[NH:30][C:31](=[O:41])[O:32][CH2:33][C:34]1[CH:39]=[CH:38][CH:37]=[CH:36][C:35]=1[CH3:40].CI. The catalyst is O. The product is [Cl:8][C:9]1[CH:14]=[C:13]([O:15][C:16]2[C:25]3[C:20](=[CH:21][C:22]([O:28][CH3:29])=[C:23]([O:26][CH3:27])[CH:24]=3)[N:19]=[CH:18][N:17]=2)[CH:12]=[CH:11][C:10]=1[N:30]([CH3:1])[C:31](=[O:41])[O:32][CH2:33][C:34]1[CH:39]=[CH:38][CH:37]=[CH:36][C:35]=1[CH3:40]. The yield is 0.890. (7) The reactants are [CH3:1][C:2]1[O:6][N:5]=[C:4]([C:7]2[CH:12]=[CH:11][CH:10]=[CH:9][CH:8]=2)[C:3]=1[CH2:13][O:14][C:15]1[N:20]=[N:19][C:18]([C:21]([OH:23])=O)=[CH:17][CH:16]=1.[NH2:24][N:25]1[CH2:30][CH2:29][O:28][CH2:27][CH2:26]1.F[B-](F)(F)F.N1(OC(N(C)C)=[N+](C)C)C2C=CC=CC=2N=N1.C(N(CC)C(C)C)(C)C. The catalyst is CN(C=O)C. The product is [N:25]1([NH:24][C:21]([C:18]2[N:19]=[N:20][C:15]([O:14][CH2:13][C:3]3[C:4]([C:7]4[CH:8]=[CH:9][CH:10]=[CH:11][CH:12]=4)=[N:5][O:6][C:2]=3[CH3:1])=[CH:16][CH:17]=2)=[O:23])[CH2:30][CH2:29][O:28][CH2:27][CH2:26]1. The yield is 0.370. (8) The reactants are [Br:1][C:2]1[CH:3]=[C:4]([CH:12]([CH2:16][CH:17]2[CH2:21][CH2:20][CH2:19][CH2:18]2)[C:13]([OH:15])=O)[CH:5]=[CH:6][C:7]=1[S:8]([CH3:11])(=[O:10])=[O:9].C1(P(C2C=CC=CC=2)C2C=CC=CC=2)C=CC=CC=1.BrN1C(=O)CCC1=O.[NH2:49][C:50]1[CH:55]=[N:54][CH:53]=[CH:52][N:51]=1. The catalyst is C(Cl)Cl. The product is [Br:1][C:2]1[CH:3]=[C:4]([CH:12]([CH2:16][CH:17]2[CH2:21][CH2:20][CH2:19][CH2:18]2)[C:13]([NH:49][C:50]2[CH:55]=[N:54][CH:53]=[CH:52][N:51]=2)=[O:15])[CH:5]=[CH:6][C:7]=1[S:8]([CH3:11])(=[O:9])=[O:10]. The yield is 0.160.